Dataset: Reaction yield outcomes from USPTO patents with 853,638 reactions. Task: Predict the reaction yield, written as a fraction of the theoretical maximum amount of product (1.0 means a 100% yield; for example, 0.34 means a 34% yield). The reactants are [F:1][C:2]1[CH:7]=[CH:6][C:5]([F:8])=[CH:4][C:3]=1[C@H:9]1[CH2:13][CH2:12][CH2:11][N:10]1[C:14]1[CH:19]=[CH:18][N:17]2[N:20]=[CH:21][C:22]([NH2:23])=[C:16]2[N:15]=1.[N:24]1[CH:29]=[CH:28][N:27]=[CH:26][C:25]=1[C:30](O)=[O:31].CN(C(ON1N=NC2C=CC=NC1=2)=[N+](C)C)C.F[P-](F)(F)(F)(F)F.CCN(C(C)C)C(C)C. The catalyst is CCOC(C)=O.CN(C=O)C. The product is [F:1][C:2]1[CH:7]=[CH:6][C:5]([F:8])=[CH:4][C:3]=1[C@H:9]1[CH2:13][CH2:12][CH2:11][N:10]1[C:14]1[CH:19]=[CH:18][N:17]2[N:20]=[CH:21][C:22]([NH:23][C:30]([C:25]3[CH:26]=[N:27][CH:28]=[CH:29][N:24]=3)=[O:31])=[C:16]2[N:15]=1. The yield is 0.930.